Dataset: Reaction yield outcomes from USPTO patents with 853,638 reactions. Task: Predict the reaction yield, written as a fraction of the theoretical maximum amount of product (1.0 means a 100% yield; for example, 0.34 means a 34% yield). (1) The yield is 0.898. The catalyst is [OH-].[NH4+].O. The reactants are [NH2:1][C:2]1[N:7]([CH3:8])[C:6](=[O:9])[N:5]([CH2:10][C:11]2[CH:16]=[CH:15][C:14]([O:17][CH3:18])=[CH:13][CH:12]=2)[C:4](=[O:19])[C:3]=1[N:20]=O.S(S([O-])=O)([O-])=O.[Na+].[Na+]. The product is [NH2:20][C:3]1[C:4](=[O:19])[N:5]([CH2:10][C:11]2[CH:16]=[CH:15][C:14]([O:17][CH3:18])=[CH:13][CH:12]=2)[C:6](=[O:9])[N:7]([CH3:8])[C:2]=1[NH2:1]. (2) The reactants are C(N(CC)CC)C.Br[CH2:9][CH2:10][CH2:11][C:12]([NH:14][C:15]1[CH:23]=[CH:22][CH:21]=[CH:20][C:16]=1[C:17]([NH2:19])=[O:18])=[O:13].Cl.[C:25]1([C:31]2[CH2:32][CH2:33][NH:34][CH2:35][CH:36]=2)[CH:30]=[CH:29][CH:28]=[CH:27][CH:26]=1. The catalyst is CN(C)C=O. The product is [C:25]1([C:31]2[CH2:36][CH2:35][N:34]([CH2:9][CH2:10][CH2:11][C:12]([NH:14][C:15]3[CH:23]=[CH:22][CH:21]=[CH:20][C:16]=3[C:17]([NH2:19])=[O:18])=[O:13])[CH2:33][CH:32]=2)[CH:30]=[CH:29][CH:28]=[CH:27][CH:26]=1. The yield is 0.748. (3) The reactants are [CH2:1]([O:3][C:4](=[O:13])[C:5]([C:11]#[N:12])=[C:6](OCC)[CH3:7])[CH3:2].Cl.[CH:15]([NH:18][NH2:19])([CH3:17])[CH3:16].C(N(CC)CC)C. The catalyst is CCO. The product is [CH2:1]([O:3][C:4]([C:5]1[C:6]([CH3:7])=[N:19][N:18]([CH:15]([CH3:17])[CH3:16])[C:11]=1[NH2:12])=[O:13])[CH3:2]. The yield is 0.740. (4) The reactants are [Al+3].[Cl-].[Cl-].[Cl-].[NH2:5][C:6]1[CH:7]=[C:8]([CH:10]=[CH:11][C:12]=1[CH3:13])[NH2:9].C[O:15][C:16](=O)[C:17]1[CH:22]=[CH:21][C:20]([CH2:23][N:24]2[CH2:29][CH2:28][N:27]([CH3:30])[CH2:26][CH2:25]2)=[CH:19][CH:18]=1.C(C(C(C([O-])=O)O)O)([O-])=O.[Na+].[K+].C([O-])(O)=O.[Na+]. The catalyst is C1(C)C=CC=CC=1.C(#N)C.COC(C)(C)C. The product is [NH2:5][C:6]1[CH:7]=[C:8]([NH:9][C:16](=[O:15])[C:17]2[CH:18]=[CH:19][C:20]([CH2:23][N:24]3[CH2:25][CH2:26][N:27]([CH3:30])[CH2:28][CH2:29]3)=[CH:21][CH:22]=2)[CH:10]=[CH:11][C:12]=1[CH3:13]. The yield is 0.750. (5) The reactants are [Cl:1][C:2]1[N:3]=[C:4]([N:23]2[CH2:28][CH2:27][O:26][CH2:25][CH2:24]2)[C:5]2[S:10][C:9]([CH2:11][N:12]3C(=O)C4C(=CC=CC=4)C3=O)=[CH:8][C:6]=2[N:7]=1.NN.O. The catalyst is CO. The product is [Cl:1][C:2]1[N:3]=[C:4]([N:23]2[CH2:24][CH2:25][O:26][CH2:27][CH2:28]2)[C:5]2[S:10][C:9]([CH2:11][NH2:12])=[CH:8][C:6]=2[N:7]=1. The yield is 0.730. (6) The reactants are [NH2:1][C:2]1[N:10]=[CH:9][N:8]=[C:7]2[C:3]=1[N:4]=[CH:5][N:6]2[C@H:11]1[C@@H:15]2[O:16][C:17]([CH3:20])([CH3:19])[O:18][C@@H:14]2[C@@H:13]([CH2:21][N:22]([CH3:30])[CH2:23][CH2:24][C@@H:25]([NH2:29])[CH:26]([CH3:28])[CH3:27])[O:12]1.CCN(CC)CC.[N-:38]=[C:39]=[O:40].[C:41]([C:45]1[CH:50]=[CH:49][CH:48]=[CH:47][CH:46]=1)([CH3:44])([CH3:43])[CH3:42]. The catalyst is C(Cl)Cl. The product is [NH2:1][C:2]1[N:10]=[CH:9][N:8]=[C:7]2[C:3]=1[N:4]=[CH:5][N:6]2[C@H:11]1[C@@H:15]2[O:16][C:17]([CH3:20])([CH3:19])[O:18][C@@H:14]2[C@@H:13]([CH2:21][N:22]([CH3:30])[CH2:23][CH2:24][C@@H:25]([NH:29][C:39]([NH:38][C:48]2[CH:49]=[CH:50][C:45]([C:41]([CH3:44])([CH3:43])[CH3:42])=[CH:46][CH:47]=2)=[O:40])[CH:26]([CH3:27])[CH3:28])[O:12]1. The yield is 0.810. (7) The reactants are [NH2:1][C:2]1[N:33]=[CH:32][CH:31]=[CH:30][C:3]=1[C:4]([C:6]1[N:7]=[C:8]([N:16]2[CH2:22][CH2:21][CH2:20][N:19](C(OC(C)(C)C)=O)[CH2:18][CH2:17]2)[C:9]2[C:14]([CH:15]=1)=[CH:13][CH:12]=[CH:11][CH:10]=2)=[O:5].[ClH:34]. The catalyst is O1CCOCC1. The product is [ClH:34].[ClH:34].[N:16]1([C:8]2[C:9]3[C:14](=[CH:13][CH:12]=[CH:11][CH:10]=3)[CH:15]=[C:6]([C:4]([C:3]3[C:2]([NH2:1])=[N:33][CH:32]=[CH:31][CH:30]=3)=[O:5])[N:7]=2)[CH2:22][CH2:21][CH2:20][NH:19][CH2:18][CH2:17]1. The yield is 0.980. (8) The reactants are [S:1]([NH2:5])(N)(=[O:3])=[O:2].[CH3:6]N.[F:8][C:9]([F:14])([F:13])[C:10]([OH:12])=[O:11].[NH2:15][CH2:16][C:17]1[C:18]([C:22]2[N:26]([C:27]3[CH:32]=[CH:31][C:30]([F:33])=[C:29]([Cl:34])[CH:28]=3)C(=O)[O:24][N:23]=2)=[N:19][O:20][N:21]=1.[OH-].[Na+]. The catalyst is N1C=CC=CC=1.O. The product is [F:8][C:9]([F:14])([F:13])[C:10]([OH:12])=[O:11].[Cl:34][C:29]1[CH:28]=[C:27]([NH:26][C:22]([C:18]2[C:17]([CH2:16][NH:15][S:1]([NH:5][CH3:6])(=[O:3])=[O:2])=[N:21][O:20][N:19]=2)=[N:23][OH:24])[CH:32]=[CH:31][C:30]=1[F:33]. The yield is 0.0700. (9) The yield is 0.960. The product is [Cl:1][C:2]1[CH:7]=[CH:6][C:5]([C:8]([C:11]2[N:15]([C:16]3[CH:21]=[CH:20][C:19]([F:22])=[CH:18][CH:17]=3)[C:14]([S:23][CH2:27][C:28]3[C:33]([F:34])=[CH:32][C:31]([S:35]([NH2:38])(=[O:36])=[O:37])=[CH:30][C:29]=3[F:39])=[N:13][CH:12]=2)([CH3:10])[CH3:9])=[CH:4][C:3]=1[O:24][CH3:25]. The catalyst is CC(C)=O. The reactants are [Cl:1][C:2]1[CH:7]=[CH:6][C:5]([C:8]([C:11]2[N:15]([C:16]3[CH:21]=[CH:20][C:19]([F:22])=[CH:18][CH:17]=3)[C:14]([SH:23])=[N:13][CH:12]=2)([CH3:10])[CH3:9])=[CH:4][C:3]=1[O:24][CH3:25].Br[CH2:27][C:28]1[C:33]([F:34])=[CH:32][C:31]([S:35]([NH2:38])(=[O:37])=[O:36])=[CH:30][C:29]=1[F:39].C([O-])([O-])=O.[K+].[K+].